This data is from Retrosynthesis with 50K atom-mapped reactions and 10 reaction types from USPTO. The task is: Predict the reactants needed to synthesize the given product. Given the product O=C(Oc1ccc(Cc2ccc(C(F)(F)F)cc2)cc1)N1CCN(Cc2ccccn2)CC1, predict the reactants needed to synthesize it. The reactants are: O=C(Cl)Oc1ccc(Cc2ccc(C(F)(F)F)cc2)cc1.c1ccc(CN2CCNCC2)nc1.